From a dataset of Full USPTO retrosynthesis dataset with 1.9M reactions from patents (1976-2016). Predict the reactants needed to synthesize the given product. (1) Given the product [CH2:1]([O:8][C@H:9]1[CH2:13][N:12]([C:14]([O:16][C:17]([CH3:18])([CH3:19])[CH3:20])=[O:15])[C@H:11]([CH:21]=[O:22])[CH2:10]1)[C:2]1[CH:7]=[CH:6][CH:5]=[CH:4][CH:3]=1, predict the reactants needed to synthesize it. The reactants are: [CH2:1]([O:8][C@H:9]1[CH2:13][N:12]([C:14]([O:16][C:17]([CH3:20])([CH3:19])[CH3:18])=[O:15])[C@H:11]([CH2:21][OH:22])[CH2:10]1)[C:2]1[CH:7]=[CH:6][CH:5]=[CH:4][CH:3]=1.CCN(CC)CC.CCOCC. (2) The reactants are: [Cl:1][C:2]1[CH:3]=[C:4]([CH2:9][S:10]([NH:13][C:14]2[C:19]([O:20][CH3:21])=[CH:18][C:17]([S:22]([CH:25]([CH3:27])C)(=[O:24])=[O:23])=C[N:15]=2)(=[O:12])=[O:11])[CH:5]=[C:6]([Cl:8])[CH:7]=1.ClC1C=C(CS([NH:40]C2N=NC(SCC)=CC=2OC)(=O)=O)C=C(Cl)C=1.ClC1C=C(CS(NC2C(OC)=CC(SC(C)C)=CN=2)(=O)=O)C=C(Cl)C=1. Given the product [Cl:1][C:2]1[CH:3]=[C:4]([CH2:9][S:10]([NH:13][C:14]2[N:15]=[N:40][C:17]([S:22]([CH2:25][CH3:27])(=[O:24])=[O:23])=[CH:18][C:19]=2[O:20][CH3:21])(=[O:12])=[O:11])[CH:5]=[C:6]([Cl:8])[CH:7]=1, predict the reactants needed to synthesize it. (3) Given the product [CH2:16]([O:15][C:13]([NH:12][CH2:11][CH2:10][N:9]([CH2:23][CH2:24][NH:25][C:26]([O:28][CH2:29][C:30]1[CH:31]=[CH:32][CH:33]=[CH:34][CH:35]=1)=[O:27])[CH2:8][CH2:7][CH2:6][C@H:2]([NH:1][C:47]([O:46][C:43]([CH3:45])([CH3:44])[CH3:42])=[O:48])[C:3]([OH:5])=[O:4])=[O:14])[C:17]1[CH:18]=[CH:19][CH:20]=[CH:21][CH:22]=1, predict the reactants needed to synthesize it. The reactants are: [NH2:1][C@@H:2]([CH2:6][CH2:7][CH2:8][N:9]([CH2:23][CH2:24][NH:25][C:26]([O:28][CH2:29][C:30]1[CH:35]=[CH:34][CH:33]=[CH:32][CH:31]=1)=[O:27])[CH2:10][CH2:11][NH:12][C:13]([O:15][CH2:16][C:17]1[CH:22]=[CH:21][CH:20]=[CH:19][CH:18]=1)=[O:14])[C:3]([OH:5])=[O:4].C([O-])([O-])=O.[K+].[K+].[CH3:42][C:43]([O:46][C:47](O[C:47]([O:46][C:43]([CH3:45])([CH3:44])[CH3:42])=[O:48])=[O:48])([CH3:45])[CH3:44]. (4) Given the product [Cl:1][C:2]1[CH:10]=[C:9]2[C:5]([CH:6]=[C:7]([C:11](=[O:28])[NH:12][CH:13]([C:18]3[CH:23]=[CH:22][CH:21]=[C:20]([C:24]([F:27])([F:26])[F:25])[CH:19]=3)[C:14]([F:16])([F:15])[F:17])[NH:8]2)=[CH:4][C:3]=1[C:29]([OH:31])=[O:30], predict the reactants needed to synthesize it. The reactants are: [Cl:1][C:2]1[CH:10]=[C:9]2[C:5]([CH:6]=[C:7]([C:11](=[O:28])[NH:12][CH:13]([C:18]3[CH:23]=[CH:22][CH:21]=[C:20]([C:24]([F:27])([F:26])[F:25])[CH:19]=3)[C:14]([F:17])([F:16])[F:15])[NH:8]2)=[CH:4][C:3]=1[C:29]([O:31]CC)=[O:30].B(Br)(Br)Br.O.